Predict the reaction yield, written as a fraction of the theoretical maximum amount of product (1.0 means a 100% yield; for example, 0.34 means a 34% yield). From a dataset of Reaction yield outcomes from USPTO patents with 853,638 reactions. (1) The reactants are OO.[N:3]1([CH2:9][CH2:10][CH2:11][C:12]2[N:13]=[N+:14]([O-:27])[C:15]3[CH:24]=[C:23]4[C:19]([CH2:20][CH:21]([CH2:25][OH:26])[CH2:22]4)=[CH:18][C:16]=3[N:17]=2)[CH2:8][CH2:7][O:6][CH2:5][CH2:4]1.C(O)(C(F)(F)F)=[O:29].C(OC(C(F)(F)F)=O)(C(F)(F)F)=O.N. The catalyst is C(Cl)Cl. The product is [N:3]1([CH2:9][CH2:10][CH2:11][C:12]2[N:13]=[N+:14]([O-:27])[C:15]3[CH:24]=[C:23]4[C:19]([CH2:20][CH:21]([CH2:25][OH:26])[CH2:22]4)=[CH:18][C:16]=3[N+:17]=2[O-:29])[CH2:8][CH2:7][O:6][CH2:5][CH2:4]1. The yield is 0.610. (2) The reactants are [CH2:1]([O:8][C:9]1[C:14](=[O:15])[CH:13]=[C:12]([CH2:16][NH:17][S:18]([C:21]2[C:22]([CH3:27])=[CH:23][CH:24]=[CH:25][CH:26]=2)(=[O:20])=[O:19])[N:11]([CH3:28])[C:10]=1[C:29](O)=[O:30])[C:2]1[CH:7]=[CH:6][CH:5]=[CH:4][CH:3]=1.[CH:32]([NH:35]C(C1N(C)C(CNS(C2C=CC=CC=2)(=O)=O)=CC(=O)C=1OCC1C=CC=CC=1)=O)([CH3:34])[CH3:33]. No catalyst specified. The product is [CH:32]([NH:35][C:29]([C:10]1[N:11]([CH3:28])[C:12]([CH2:16][NH:17][S:18]([C:21]2[C:22]([CH3:27])=[CH:23][CH:24]=[CH:25][CH:26]=2)(=[O:20])=[O:19])=[CH:13][C:14](=[O:15])[C:9]=1[O:8][CH2:1][C:2]1[CH:7]=[CH:6][CH:5]=[CH:4][CH:3]=1)=[O:30])([CH3:34])[CH3:33]. The yield is 0.457. (3) The reactants are [I:1]I.N1C=CN=C1.O[CH2:9][C:10]1[N:11]=[C:12]([C@H:15]([NH:17][C:18](=[O:24])[O:19][C:20]([CH3:23])([CH3:22])[CH3:21])[CH3:16])[O:13][CH:14]=1. The catalyst is C(Cl)Cl. The product is [I:1][CH2:9][C:10]1[N:11]=[C:12]([C@H:15]([NH:17][C:18](=[O:24])[O:19][C:20]([CH3:23])([CH3:22])[CH3:21])[CH3:16])[O:13][CH:14]=1. The yield is 0.840.